From a dataset of Full USPTO retrosynthesis dataset with 1.9M reactions from patents (1976-2016). Predict the reactants needed to synthesize the given product. (1) The reactants are: [Cl:1][C:2]1[CH:7]=[CH:6][C:5]([C:8]2[C:13]([CH3:14])=[N:12][NH:11][C:10](=O)[C:9]=2[C:16]2[CH:21]=[CH:20][CH:19]=[C:18]([F:22])[C:17]=2[F:23])=[CH:4][CH:3]=1.P(Cl)(Cl)([Cl:26])=O. Given the product [Cl:26][C:10]1[N:11]=[N:12][C:13]([CH3:14])=[C:8]([C:5]2[CH:6]=[CH:7][C:2]([Cl:1])=[CH:3][CH:4]=2)[C:9]=1[C:16]1[CH:21]=[CH:20][CH:19]=[C:18]([F:22])[C:17]=1[F:23], predict the reactants needed to synthesize it. (2) Given the product [CH3:1][O:2][C:3](=[O:25])[CH2:4][CH:5]1[C:9]2[CH:10]=[CH:11][C:12]([O:14][C@H:15]3[C:23]4[C:18](=[C:19]([C:31]5[CH:32]=[CH:33][C:28]([O:27][CH3:26])=[CH:29][CH:30]=5)[CH:20]=[CH:21][CH:22]=4)[CH2:17][CH2:16]3)=[CH:13][C:8]=2[O:7][CH2:6]1, predict the reactants needed to synthesize it. The reactants are: [CH3:1][O:2][C:3](=[O:25])[CH2:4][CH:5]1[C:9]2[CH:10]=[CH:11][C:12]([O:14][C@H:15]3[C:23]4[C:18](=[C:19](Br)[CH:20]=[CH:21][CH:22]=4)[CH2:17][CH2:16]3)=[CH:13][C:8]=2[O:7][CH2:6]1.[CH3:26][O:27][C:28]1[CH:33]=[CH:32][C:31](B(O)O)=[CH:30][CH:29]=1.